This data is from Reaction yield outcomes from USPTO patents with 853,638 reactions. The task is: Predict the reaction yield, written as a fraction of the theoretical maximum amount of product (1.0 means a 100% yield; for example, 0.34 means a 34% yield). (1) The reactants are [NH2:1][C:2]1[N:3]([CH:22]([CH3:24])[CH3:23])[C:4](=[O:21])[C:5]2[C:10]([C:11]3[C:16]([CH3:17])=[CH:15][C:14]([CH3:18])=[CH:13][C:12]=3[CH3:19])=[CH:9][N:8]([CH3:20])[C:6]=2[N:7]=1.CN(C)C=O.[H-].[Na+].[CH2:32](I)[CH2:33][CH3:34]. The catalyst is O. The product is [CH:22]([N:3]1[C:4](=[O:21])[C:5]2[C:10]([C:11]3[C:16]([CH3:17])=[CH:15][C:14]([CH3:18])=[CH:13][C:12]=3[CH3:19])=[CH:9][N:8]([CH3:20])[C:6]=2[N:7]=[C:2]1[NH:1][CH2:32][CH2:33][CH3:34])([CH3:24])[CH3:23]. The yield is 0.600. (2) The reactants are [OH:1][C:2]1[C:3]([CH3:8])=[N:4][CH:5]=[CH:6][CH:7]=1.C([O-])([O-])=O.[Na+].[Na+].[I:15]I.Cl. The catalyst is O.CO. The product is [I:15][C:5]1[N:4]=[C:3]([CH3:8])[C:2]([OH:1])=[CH:7][CH:6]=1. The yield is 0.480. (3) The reactants are C(O[C:4]([C:6]1[NH:10][C:9]2[CH:11]=[C:12]([Cl:14])[S:13][C:8]=2[CH:7]=1)=[O:5])C.[CH3:15][N:16]1[CH2:21][CH2:20][NH:19][CH2:18][CH2:17]1. No catalyst specified. The product is [Cl:14][C:12]1[S:13][C:8]2[CH:7]=[C:6]([C:4]([N:19]3[CH2:20][CH2:21][N:16]([CH3:15])[CH2:17][CH2:18]3)=[O:5])[NH:10][C:9]=2[CH:11]=1. The yield is 0.450. (4) The reactants are C([O:4][CH2:5][C:6]1[C:7]([N:28]2[CH2:39][CH2:38][N:37]3[C:30](=[CH:31][C:32]4[CH2:33][C:34]([CH3:41])([CH3:40])[CH2:35][C:36]=43)[C:29]2=[O:42])=[N:8][CH:9]=[CH:10][C:11]=1[C:12]1[CH:13]=[N:14][C:15]([O:26][CH3:27])=[C:16]([NH:18][C:19]2[CH:24]=[CH:23][N:22]=[C:21]([CH3:25])[N:20]=2)[CH:17]=1)(=O)C.O.[OH-].[Li+]. The catalyst is C(O)(C)C.C1COCC1.O. The product is [OH:4][CH2:5][C:6]1[C:7]([N:28]2[CH2:39][CH2:38][N:37]3[C:30](=[CH:31][C:32]4[CH2:33][C:34]([CH3:40])([CH3:41])[CH2:35][C:36]=43)[C:29]2=[O:42])=[N:8][CH:9]=[CH:10][C:11]=1[C:12]1[CH:13]=[N:14][C:15]([O:26][CH3:27])=[C:16]([NH:18][C:19]2[CH:24]=[CH:23][N:22]=[C:21]([CH3:25])[N:20]=2)[CH:17]=1. The yield is 0.920. (5) The reactants are [I-].[NH2:2][N+:3]1[CH:8]=[CH:7][C:6]([O:9][CH3:10])=[CH:5][CH:4]=1.C(=O)([O-])[O-].[K+].[K+].[C:17]([O:21][CH3:22])(=[O:20])[C:18]#[CH:19]. The catalyst is CN(C=O)C. The product is [CH3:22][O:21][C:17]([C:18]1[CH:19]=[N:2][N:3]2[CH:8]=[CH:7][C:6]([O:9][CH3:10])=[CH:5][C:4]=12)=[O:20]. The yield is 0.310. (6) The reactants are C([O:3][C:4]([C:6]1[N:7]=[C:8]([CH:11]2[CH2:16][CH2:15][CH2:14][CH2:13][CH2:12]2)[S:9][CH:10]=1)=[O:5])C.[Li+].[OH-]. The catalyst is O. The product is [CH:11]1([C:8]2[S:9][CH:10]=[C:6]([C:4]([OH:5])=[O:3])[N:7]=2)[CH2:12][CH2:13][CH2:14][CH2:15][CH2:16]1. The yield is 0.830. (7) The reactants are [F:1][C:2]1[CH:10]=[CH:9][C:8]2[N:7]([CH2:11][C:12]3[CH:21]=[CH:20][C:15]([C:16]([O:18][CH3:19])=[O:17])=[CH:14][CH:13]=3)[C:6]3[CH2:22][CH2:23][N:24]([CH2:27]CO)[C:25](=[O:26])[C:5]=3[C:4]=2[CH:3]=1.[CH3:30][CH2:31][N:32]([CH:36](C)C)[CH:33](C)C.CS(Cl)(=O)=[O:41].CNCCO. The catalyst is C(#N)C. The product is [F:1][C:2]1[CH:10]=[CH:9][C:8]2[N:7]([CH2:11][C:12]3[CH:13]=[CH:14][C:15]([C:16]([O:18][CH3:19])=[O:17])=[CH:20][CH:21]=3)[C:6]3[CH2:22][CH2:23][N:24]([CH2:27][CH2:33][N:32]([CH2:31][CH2:30][OH:41])[CH3:36])[C:25](=[O:26])[C:5]=3[C:4]=2[CH:3]=1. The yield is 0.440. (8) The reactants are ClC(OC(Cl)C)=O.C([N:15]1[C@@H:24]2[C@H:19]([CH2:20][CH2:21][CH2:22][CH2:23]2)[N:18]([C:25]2[CH:30]=[CH:29][C:28]([Cl:31])=[CH:27][CH:26]=2)[CH2:17][CH2:16]1)C1C=CC=CC=1. The catalyst is C(Cl)Cl. The product is [Cl:31][C:28]1[CH:27]=[CH:26][C:25]([N:18]2[C@@H:19]3[C@H:24]([CH2:23][CH2:22][CH2:21][CH2:20]3)[NH:15][CH2:16][CH2:17]2)=[CH:30][CH:29]=1. The yield is 0.530. (9) The reactants are [CH3:1][C:2]([O:8][C:9]1[CH:18]=[CH:17][C:16]2[CH2:15][CH2:14][C:13](=[O:19])[NH:12][C:11]=2[N:10]=1)([CH3:7])[CH2:3][CH2:4][CH:5]=O.Cl.[Cl:21][C:22]1[C:27]([Cl:28])=[CH:26][CH:25]=[CH:24][C:23]=1[N:29]1[CH2:34][CH2:33][NH:32][CH2:31][CH2:30]1.CCN(CC)CC.[BH-](OC(C)=O)(OC(C)=O)OC(C)=O.[Na+]. The catalyst is ClCCCl. The product is [Cl:21][C:22]1[C:27]([Cl:28])=[CH:26][CH:25]=[CH:24][C:23]=1[N:29]1[CH2:34][CH2:33][N:32]([CH2:5][CH2:4][CH2:3][C:2]([CH3:7])([CH3:1])[O:8][C:9]2[N:10]=[C:11]3[C:16]([CH2:15][CH2:14][C:13](=[O:19])[NH:12]3)=[CH:17][CH:18]=2)[CH2:31][CH2:30]1. The yield is 0.670.